Dataset: Full USPTO retrosynthesis dataset with 1.9M reactions from patents (1976-2016). Task: Predict the reactants needed to synthesize the given product. (1) Given the product [CH3:46][C:45]([O:44][C:42](=[O:43])[C@H:30]([CH2:29][NH:28][C:2]1[C:7]([CH2:8][CH:9]([CH3:11])[CH3:10])=[C:6]([N:12]2[CH2:17][CH2:16][CH:15]([C:18]3[N:27]=[C:26]4[C:21]([CH2:22][CH2:23][CH2:24][NH:25]4)=[CH:20][CH:19]=3)[CH2:14][CH2:13]2)[N:5]=[CH:4][N:3]=1)[NH:31][C:32]([O:34][CH2:35][C:36]1[CH:41]=[CH:40][CH:39]=[CH:38][CH:37]=1)=[O:33])([CH3:48])[CH3:47], predict the reactants needed to synthesize it. The reactants are: Cl[C:2]1[C:7]([CH2:8][CH:9]([CH3:11])[CH3:10])=[C:6]([N:12]2[CH2:17][CH2:16][CH:15]([C:18]3[N:27]=[C:26]4[C:21]([CH2:22][CH2:23][CH2:24][NH:25]4)=[CH:20][CH:19]=3)[CH2:14][CH2:13]2)[N:5]=[CH:4][N:3]=1.[NH2:28][CH2:29][C@@H:30]([C:42]([O:44][C:45]([CH3:48])([CH3:47])[CH3:46])=[O:43])[NH:31][C:32]([O:34][CH2:35][C:36]1[CH:41]=[CH:40][CH:39]=[CH:38][CH:37]=1)=[O:33].[F-].[Cs+].C1(P(C2C=CC=CC=2)C2C=CC3C(=CC=CC=3)C=2C2C3C(=CC=CC=3)C=CC=2P(C2C=CC=CC=2)C2C=CC=CC=2)C=CC=CC=1. (2) Given the product [Br:24][C:22]1[CH:23]=[C:18]([NH:1][C:2]2[CH:3]=[CH:4][C:5]([C:8]([N:10]3[CH2:15][CH2:14][O:13][CH2:12][C@@H:11]3[CH3:16])=[O:9])=[CH:6][N:7]=2)[C:19](=[O:26])[N:20]([CH3:25])[CH:21]=1, predict the reactants needed to synthesize it. The reactants are: [NH2:1][C:2]1[N:7]=[CH:6][C:5]([C:8]([N:10]2[CH2:15][CH2:14][O:13][CH2:12][C@@H:11]2[CH3:16])=[O:9])=[CH:4][CH:3]=1.Br[C:18]1[C:19](=[O:26])[N:20]([CH3:25])[CH:21]=[C:22]([Br:24])[CH:23]=1.C(=O)([O-])[O-].[Cs+].[Cs+].CC1(C)C2C(=C(P(C3C=CC=CC=3)C3C=CC=CC=3)C=CC=2)OC2C(P(C3C=CC=CC=3)C3C=CC=CC=3)=CC=CC1=2. (3) Given the product [CH3:21][C:5]1[C:6]([C:8]([N:10]2[CH2:15][CH2:14][CH:13]([N:16]3[CH2:20][CH2:19][CH2:18][CH2:17]3)[CH2:12][CH2:11]2)=[O:9])=[N:7][C:2]([C:33]#[C:32][Si:34]([CH3:37])([CH3:36])[CH3:35])=[C:3]([C:22]2[CH:27]=[CH:26][CH:25]=[C:24]([C:28]([F:31])([F:30])[F:29])[CH:23]=2)[CH:4]=1, predict the reactants needed to synthesize it. The reactants are: Cl[C:2]1[N:7]=[C:6]([C:8]([N:10]2[CH2:15][CH2:14][CH:13]([N:16]3[CH2:20][CH2:19][CH2:18][CH2:17]3)[CH2:12][CH2:11]2)=[O:9])[C:5]([CH3:21])=[CH:4][C:3]=1[C:22]1[CH:27]=[CH:26][CH:25]=[C:24]([C:28]([F:31])([F:30])[F:29])[CH:23]=1.[C:32]([Si:34]([CH3:37])([CH3:36])[CH3:35])#[CH:33]. (4) Given the product [Cl:18][C:19]1[CH:24]=[C:23]([NH:7][C:8]2[CH:17]=[CH:16][CH:15]=[CH:14][C:9]=2[C:10]([NH:12][CH3:13])=[O:11])[C:22]([F:26])=[CH:21][N:20]=1, predict the reactants needed to synthesize it. The reactants are: C(=O)([O-])[O-].[Cs+].[Cs+].[NH2:7][C:8]1[CH:17]=[CH:16][CH:15]=[CH:14][C:9]=1[C:10]([NH:12][CH3:13])=[O:11].[Cl:18][C:19]1[CH:24]=[C:23](I)[C:22]([F:26])=[CH:21][N:20]=1. (5) Given the product [F:1][C:2]([F:7])([F:6])[C:3]([OH:5])=[O:4].[O:22]1[C:23]2([CH2:29][CH2:28][NH:27][CH2:26][CH2:25]2)[CH2:24][N:19]([C:17]([C:15]2[S:16][C:12]([C:10]([O:9][CH3:8])=[O:11])=[CH:13][CH:14]=2)=[O:18])[CH2:20][CH2:21]1, predict the reactants needed to synthesize it. The reactants are: [F:1][C:2]([F:7])([F:6])[C:3]([OH:5])=[O:4].[CH3:8][O:9][C:10]([C:12]1[S:16][C:15]([C:17]([N:19]2[CH2:24][C:23]3([CH2:29][CH2:28][N:27](C(OC(C)(C)C)=O)[CH2:26][CH2:25]3)[O:22][CH2:21][CH2:20]2)=[O:18])=[CH:14][CH:13]=1)=[O:11].C1(C)C=CC=CC=1. (6) Given the product [Br:1][C:2]1[C:3]([O:19][CH3:20])=[C:4]([C:9]([CH2:12][S:13]([CH:16]=[CH2:17])(=[O:15])=[O:14])=[CH:10][CH:11]=1)[C:5]([O:7][CH3:8])=[O:6], predict the reactants needed to synthesize it. The reactants are: [Br:1][C:2]1[C:3]([O:19][CH3:20])=[C:4]([C:9]([CH2:12][S:13]([CH2:16][CH2:17]O)(=[O:15])=[O:14])=[CH:10][CH:11]=1)[C:5]([O:7][CH3:8])=[O:6].CS(Cl)(=O)=O.C(N(CC)CC)C. (7) The reactants are: [C:1]1([C:19]2[CH:24]=[CH:23][CH:22]=[CH:21][CH:20]=2)[CH:6]=[CH:5][C:4]([C:7]2[CH:8]=[N:9][N:10]([C:12]3[CH:13]=[C:14]([OH:18])[CH:15]=[CH:16][CH:17]=3)[CH:11]=2)=[CH:3][CH:2]=1.Br[C:26]1[CH:31]=[CH:30][CH:29]=[CH:28][N:27]=1.N1C=CC=CC=1C(O)=O.[O-]P([O-])([O-])=O.[K+].[K+].[K+]. Given the product [C:1]1([C:19]2[CH:20]=[CH:21][CH:22]=[CH:23][CH:24]=2)[CH:6]=[CH:5][C:4]([C:7]2[CH:8]=[N:9][N:10]([C:12]3[CH:13]=[C:14]([CH:15]=[CH:16][CH:17]=3)[O:18][C:26]3[CH:31]=[CH:30][CH:29]=[CH:28][N:27]=3)[CH:11]=2)=[CH:3][CH:2]=1, predict the reactants needed to synthesize it.